Dataset: NCI-60 drug combinations with 297,098 pairs across 59 cell lines. Task: Regression. Given two drug SMILES strings and cell line genomic features, predict the synergy score measuring deviation from expected non-interaction effect. Drug 1: C1CCC(C1)C(CC#N)N2C=C(C=N2)C3=C4C=CNC4=NC=N3. Drug 2: COC1=C(C=C2C(=C1)N=CN=C2NC3=CC(=C(C=C3)F)Cl)OCCCN4CCOCC4. Cell line: NCI-H322M. Synergy scores: CSS=50.7, Synergy_ZIP=3.71, Synergy_Bliss=7.02, Synergy_Loewe=-6.13, Synergy_HSA=7.04.